Predict the reaction yield, written as a fraction of the theoretical maximum amount of product (1.0 means a 100% yield; for example, 0.34 means a 34% yield). From a dataset of Reaction yield outcomes from USPTO patents with 853,638 reactions. (1) The reactants are [Cl-].[Mg+2].[Cl-].[CH2:4]([N:6](CC)CC)C.[Br:11][C:12]1[N:17]=[C:16]([C:18]([Cl:20])=[O:19])[CH:15]=[CH:14][CH:13]=1. The catalyst is C(#N)C. The product is [ClH:20].[NH2:6][CH2:4][C:18]([C:16]1[CH:15]=[CH:14][CH:13]=[C:12]([Br:11])[N:17]=1)=[O:19]. The yield is 0.500. (2) The reactants are [CH3:1][O:2][C:3]1[CH:54]=[CH:53][C:6]2[N:7]=[C:8]([S:10]([C:13]3[CH:35]=[CH:34][C:16]([O:17][CH2:18][C:19]([O:21][CH2:22][CH2:23][S:24]([C:27]4[CH:32]=[CH:31][C:30]([CH3:33])=[CH:29][CH:28]=4)(=[O:26])=[O:25])=[O:20])=[C:15]([O:36][CH2:37][C:38]([O:40][CH2:41][CH2:42][S:43]([C:46]4[CH:51]=[CH:50][C:49]([CH3:52])=[CH:48][CH:47]=4)(=[O:45])=[O:44])=[O:39])[CH:14]=3)(=[O:12])=[O:11])[NH:9][C:5]=2[C:4]=1[S:55][CH2:56][C:57]1[C:62]([CH3:63])=[C:61]([O:64][CH3:65])[C:60]([CH3:66])=[CH:59][N:58]=1.ClC1C=C(C=CC=1)C(OO)=[O:72].S(S([O-])=O)([O-])(=O)=O.[Na+].[Na+].C(OCC)(=O)C. The catalyst is O1CCCC1. The product is [CH3:1][O:2][C:3]1[CH:54]=[CH:53][C:6]2[N:7]=[C:8]([S:10]([C:13]3[CH:35]=[CH:34][C:16]([O:17][CH2:18][C:19]([O:21][CH2:22][CH2:23][S:24]([C:27]4[CH:28]=[CH:29][C:30]([CH3:33])=[CH:31][CH:32]=4)(=[O:25])=[O:26])=[O:20])=[C:15]([O:36][CH2:37][C:38]([O:40][CH2:41][CH2:42][S:43]([C:46]4[CH:51]=[CH:50][C:49]([CH3:52])=[CH:48][CH:47]=4)(=[O:44])=[O:45])=[O:39])[CH:14]=3)(=[O:12])=[O:11])[NH:9][C:5]=2[C:4]=1[S:55]([CH2:56][C:57]1[C:62]([CH3:63])=[C:61]([O:64][CH3:65])[C:60]([CH3:66])=[CH:59][N:58]=1)=[O:72]. The yield is 0.410. (3) The reactants are [NH2:1][C:2]1[CH:7]=[CH:6][C:5]([CH3:8])=[CH:4][CH:3]=1.C(N(CC)C(C)C)(C)C.[CH2:18]([O:20][C:21]1[CH:26]=[CH:25][C:24]([S:27](Cl)(=[O:29])=[O:28])=[CH:23][CH:22]=1)[CH3:19]. The catalyst is C(Cl)Cl. The product is [CH2:18]([O:20][C:21]1[CH:22]=[CH:23][C:24]([S:27]([NH:1][C:2]2[CH:7]=[CH:6][C:5]([CH3:8])=[CH:4][CH:3]=2)(=[O:29])=[O:28])=[CH:25][CH:26]=1)[CH3:19]. The yield is 0.940. (4) The reactants are [F:1][C:2]([F:12])([F:11])[C:3]([CH3:10])([CH3:9])[C:4](=O)[CH2:5][C:6]#[N:7].[OH-:13].[Na+].Cl.[NH2:16]O.C(Cl)(Cl)Cl. The catalyst is O. The product is [F:1][C:2]([F:12])([F:11])[C:3]([C:4]1[CH:5]=[C:6]([NH2:7])[O:13][N:16]=1)([CH3:10])[CH3:9]. The yield is 0.270.